Dataset: Full USPTO retrosynthesis dataset with 1.9M reactions from patents (1976-2016). Task: Predict the reactants needed to synthesize the given product. (1) Given the product [Cl:1][C:2]1[N:3]=[C:4]([CH:7]([OH:27])[C:8]2[NH:9][C:10]([C:21]3[CH:22]=[CH:23][CH:24]=[C:25]([F:28])[CH:26]=3)=[C:11]3[C:16](=[O:17])[N:15]([CH3:18])[C:14](=[O:19])[N:13]([CH3:20])[C:12]=23)[S:5][CH:6]=1, predict the reactants needed to synthesize it. The reactants are: [Cl:1][C:2]1[N:3]=[C:4]([CH:7]([OH:27])[C:8]2[NH:9][C:10]([C:21]3[CH:26]=[CH:25][CH:24]=[CH:23][CH:22]=3)=[C:11]3[C:16](=[O:17])[N:15]([CH3:18])[C:14](=[O:19])[N:13]([CH3:20])[C:12]=23)[S:5][CH:6]=1.[F:28]C1C=C(C2NC(C=O)=C3C=2C(=O)N(C)C(=O)N3C)C=CC=1.C(C1C=C(C2N(CCC(N(OC)C)=O)C=C3C=2C(=O)N(C)C(=O)N3C)C=CC=1)#N. (2) Given the product [CH2:27]1[C:35]2[C:30](=[CH:31][CH:32]=[CH:33][CH:34]=2)[CH2:29][CH:28]1[NH:5][C:6]1[CH:7]=[C:8]2[C:13](=[CH:14][CH:15]=1)[N:12]=[C:11]([CH3:16])[C:10]([C:17]([O:19][CH3:20])=[O:18])=[C:9]2[C:21]1[CH:22]=[CH:23][CH:24]=[CH:25][CH:26]=1, predict the reactants needed to synthesize it. The reactants are: CC(O)=O.[NH2:5][C:6]1[CH:7]=[C:8]2[C:13](=[CH:14][CH:15]=1)[N:12]=[C:11]([CH3:16])[C:10]([C:17]([O:19][CH3:20])=[O:18])=[C:9]2[C:21]1[CH:26]=[CH:25][CH:24]=[CH:23][CH:22]=1.[CH2:27]1[C:35]2[C:30](=[CH:31][CH:32]=[CH:33][CH:34]=2)[CH2:29][C:28]1=O.[BH-](OC(C)=O)(OC(C)=O)OC(C)=O.[Na+]. (3) Given the product [CH2:3]([N:10]([CH2:11][CH2:12][C@@H:13]([O:20][C:26]1[CH:27]=[CH:28][C:23]([Cl:22])=[CH:24][C:25]=1[Cl:30])[CH2:14][O:15][C:16]([CH3:18])([CH3:17])[CH3:19])[CH3:21])[C:4]1[CH:9]=[CH:8][CH:7]=[CH:6][CH:5]=1, predict the reactants needed to synthesize it. The reactants are: [H-].[Na+].[CH2:3]([N:10]([CH3:21])[CH2:11][CH2:12][C@@H:13]([OH:20])[CH2:14][O:15][C:16]([CH3:19])([CH3:18])[CH3:17])[C:4]1[CH:9]=[CH:8][CH:7]=[CH:6][CH:5]=1.[Cl:22][C:23]1[CH:28]=[CH:27][C:26](F)=[C:25]([Cl:30])[CH:24]=1. (4) Given the product [Cl:20][C:19]([Cl:22])([Cl:21])[C:23]([NH:1][C:2]1[CH:9]=[CH:8][CH:7]=[C:6]([O:10][CH3:11])[C:3]=1[CH:4]=[O:5])=[O:24], predict the reactants needed to synthesize it. The reactants are: [NH2:1][C:2]1[CH:9]=[CH:8][CH:7]=[C:6]([O:10][CH3:11])[C:3]=1[CH:4]=[O:5].C(N(CC)CC)C.[C:19]([C:23](Cl)=[O:24])([Cl:22])([Cl:21])[Cl:20]. (5) Given the product [CH:8]1([N:11]([CH:29]2[CH2:30][CH2:31][N:32]([C:45]3[N:50]=[CH:49][C:48]([CH2:51][CH3:52])=[CH:47][N:46]=3)[CH2:33][CH2:34]2)[C:12]([C:14]2[CH:19]=[N:18][C:17]([C:20]3[CH:21]=[N:22][C:23]([O:26][CH2:27][CH3:28])=[CH:24][CH:25]=3)=[N:16][CH:15]=2)=[O:13])[CH2:9][CH2:10]1, predict the reactants needed to synthesize it. The reactants are: FC(F)(F)C(O)=O.[CH:8]1([N:11]([CH:29]2[CH2:34][CH2:33][NH:32][CH2:31][CH2:30]2)[C:12]([C:14]2[CH:15]=[N:16][C:17]([C:20]3[CH:21]=[N:22][C:23]([O:26][CH2:27][CH3:28])=[CH:24][CH:25]=3)=[N:18][CH:19]=2)=[O:13])[CH2:10][CH2:9]1.C(N(C(C)C)C(C)C)C.Cl[C:45]1[N:50]=[CH:49][C:48]([CH2:51][CH3:52])=[CH:47][N:46]=1. (6) Given the product [NH2:8][C:5]1[N:4]=[C:3]([NH:10][CH2:11][CH:12]2[CH2:13][CH2:14][N:15]([C:18](=[O:20])[CH:41]=[CH2:42])[CH2:16][CH2:17]2)[C:2]([C:29]2[CH:30]=[CH:31][C:26]([O:25][C:32]3[CH:37]=[CH:36][CH:35]=[CH:34][CH:33]=3)=[CH:27][CH:28]=2)=[CH:7][N:6]=1, predict the reactants needed to synthesize it. The reactants are: Br[C:2]1[C:3](Cl)=[N:4][C:5]([NH2:8])=[N:6][CH:7]=1.[NH2:10][CH2:11][CH:12]1[CH2:17][CH2:16][N:15]([C:18]([O:20]C(C)(C)C)=O)[CH2:14][CH2:13]1.[O:25]([C:32]1[CH:37]=[CH:36][C:35](B(O)O)=[CH:34][CH:33]=1)[C:26]1[CH:31]=[CH:30][CH:29]=[CH:28][CH:27]=1.[C:41](Cl)(=O)[CH:42]=C. (7) Given the product [C:1]([NH:4][C:5]1[CH:6]=[C:7]([CH2:13][CH:14]([OH:16])[CH3:15])[CH:8]=[CH:9][C:10]=1[O:11][CH3:12])(=[O:3])[CH3:2], predict the reactants needed to synthesize it. The reactants are: [C:1]([NH:4][C:5]1[CH:6]=[C:7]([CH2:13][C:14](=[O:16])[CH3:15])[CH:8]=[CH:9][C:10]=1[O:11][CH3:12])(=[O:3])[CH3:2].[BH4-].[Na+]. (8) Given the product [F:8][C:9]1[CH:38]=[CH:37][C:12]([NH:13][C:14]2[CH:26]=[C:25]([C:27]3[C:36]4[C:31](=[CH:32][CH:33]=[CH:34][CH:35]=4)[CH:30]=[N:29][CH:28]=3)[CH:24]=[CH:23][C:15]=2[C:16]([OH:18])=[O:17])=[CH:11][CH:10]=1, predict the reactants needed to synthesize it. The reactants are: FC(F)(F)C(O)=O.[F:8][C:9]1[CH:38]=[CH:37][C:12]([NH:13][C:14]2[CH:26]=[C:25]([C:27]3[C:36]4[C:31](=[CH:32][CH:33]=[CH:34][CH:35]=4)[CH:30]=[N:29][CH:28]=3)[CH:24]=[CH:23][C:15]=2[C:16]([O:18]C(C)(C)C)=[O:17])=[CH:11][CH:10]=1.O.[OH-].[Na+]. (9) Given the product [F:25][C:20]1[CH:21]=[CH:22][CH:23]=[CH:24][C:19]=1[C:14]1[N:13]=[C:12]([N:26]2[C:34]3[CH:33]=[CH:32][N:31]=[CH:30][C:29]=3[CH:28]=[CH:27]2)[C:11]2[C:16](=[CH:17][CH:18]=[C:9]([NH:7][CH3:6])[CH:10]=2)[N:15]=1, predict the reactants needed to synthesize it. The reactants are: C(O[C:6](=O)[N:7]([C:9]1[CH:10]=[C:11]2[C:16](=[CH:17][CH:18]=1)[N:15]=[C:14]([C:19]1[CH:24]=[CH:23][CH:22]=[CH:21][C:20]=1[F:25])[N:13]=[C:12]2[N:26]1[C:34]2[CH:33]=[CH:32][N:31]=[CH:30][C:29]=2[CH:28]=[CH:27]1)C)(C)(C)C.Cl. (10) Given the product [CH2:32]([O:31][C:29]([CH2:28][CH:27]([NH:26][C:24]([CH:4]1[CH2:5][N:6]([C:7]2[CH:8]=[C:9]([CH2:13][C:14]([OH:16])=[O:15])[CH:10]=[CH:11][CH:12]=2)[C:2](=[O:1])[CH2:3]1)=[O:25])[C:34]1[CH:35]=[N:36][CH:37]=[CH:38][CH:39]=1)=[O:30])[CH3:33], predict the reactants needed to synthesize it. The reactants are: [O:1]=[C:2]1[N:6]([C:7]2[CH:12]=[CH:11][CH:10]=[C:9]([CH2:13][C:14]([O:16]CC3C=CC=CC=3)=[O:15])[CH:8]=2)[CH2:5][CH:4]([C:24]([NH:26][CH:27]([C:34]2[CH:35]=[N:36][CH:37]=[CH:38][CH:39]=2)[CH2:28][C:29]([O:31][CH2:32][CH3:33])=[O:30])=[O:25])[CH2:3]1.C(N(CC)CC)C.